Dataset: Full USPTO retrosynthesis dataset with 1.9M reactions from patents (1976-2016). Task: Predict the reactants needed to synthesize the given product. (1) The reactants are: C([O:4][C:5]1[CH:10]=[CH:9][CH:8]=[C:7]([Br:11])[CH:6]=1)C=C.N([C:17]1[CH:22]=CC=C[CH:18]=1)(CC)CC. Given the product [CH2:22]([C:6]1[C:7]([Br:11])=[CH:8][CH:9]=[CH:10][C:5]=1[OH:4])[CH:17]=[CH2:18].[CH2:22]([C:10]1[CH:9]=[CH:8][C:7]([Br:11])=[CH:6][C:5]=1[OH:4])[CH:17]=[CH2:18], predict the reactants needed to synthesize it. (2) Given the product [OH:12][C:13]1[CH:18]=[CH:17][C:16]([C:2]2[CH:7]=[CH:6][C:5]([C:8]([F:11])([F:10])[F:9])=[CH:4][CH:3]=2)=[CH:15][CH:14]=1, predict the reactants needed to synthesize it. The reactants are: I[C:2]1[CH:7]=[CH:6][C:5]([C:8]([F:11])([F:10])[F:9])=[CH:4][CH:3]=1.[OH:12][C:13]1[CH:18]=[CH:17][C:16](B(O)O)=[CH:15][CH:14]=1.C(=O)([O-])[O-].[K+].[K+].O1CCOCC1. (3) Given the product [CH2:24]([C@H:11]1[C@@H:10]([CH2:9][O:8][Si:1]([C:4]([CH3:7])([CH3:6])[CH3:5])([CH3:3])[CH3:2])[O:14][C:13]([CH3:15])([CH3:16])[N:12]1[C:17]([O:19][C:20]([CH3:23])([CH3:22])[CH3:21])=[O:18])[C:25]#[C:26][CH3:27], predict the reactants needed to synthesize it. The reactants are: [Si:1]([O:8][CH2:9][C@H:10]1[O:14][C:13]([CH3:16])([CH3:15])[N:12]([C:17]([O:19][C:20]([CH3:23])([CH3:22])[CH3:21])=[O:18])[C@H:11]1[CH2:24][C:25]#[CH:26])([C:4]([CH3:7])([CH3:6])[CH3:5])([CH3:3])[CH3:2].[CH2:27]([Li])CCC.IC. (4) Given the product [CH3:1][C:2]1[N:7]=[CH:6][C:5]([N:8]2[CH:12]=[C:11]([C:13]3[CH:18]=[CH:17][CH:16]=[CH:15][N:14]=3)[N:10]=[C:9]2[C:19]2[CH:20]=[CH:21][C:22]([N:25]3[C:26]4=[N:27][CH:28]=[CH:29][CH:30]=[C:31]4[N:32]=[C:33]3[O:34][CH2:35][CH2:42][CH3:43])=[CH:23][CH:24]=2)=[CH:4][CH:3]=1, predict the reactants needed to synthesize it. The reactants are: [CH3:1][C:2]1[N:7]=[CH:6][C:5]([N:8]2[CH:12]=[C:11]([C:13]3[CH:18]=[CH:17][CH:16]=[CH:15][N:14]=3)[N:10]=[C:9]2[C:19]2[CH:24]=[CH:23][C:22]([NH:25][C:26]3[C:31]([NH2:32])=[CH:30][CH:29]=[CH:28][N:27]=3)=[CH:21][CH:20]=2)=[CH:4][CH:3]=1.[CH3:33][O:34][C:35](OC)(OC)OC.[C:42](O)(=O)[CH2:43]C. (5) Given the product [CH3:1][O:2][C:3]1[CH:4]=[C:5]([CH:31]=[CH:32][C:33]=1[O:34][CH3:35])[CH2:6][CH:7]1[C:16]2[C:11](=[C:12]([O:19][CH2:37][CH:38]([CH3:40])[CH3:39])[CH:13]=[CH:14][C:15]=2[O:17][CH3:18])[CH2:10][CH2:9][N:8]1[CH2:20][C:21]([NH:23][CH2:24][C:25]1[CH:30]=[CH:29][CH:28]=[CH:27][N:26]=1)=[O:22], predict the reactants needed to synthesize it. The reactants are: [CH3:1][O:2][C:3]1[CH:4]=[C:5]([CH:31]=[CH:32][C:33]=1[O:34][CH3:35])[CH2:6][CH:7]1[C:16]2[C:11](=[C:12]([OH:19])[CH:13]=[CH:14][C:15]=2[O:17][CH3:18])[CH2:10][CH2:9][N:8]1[CH2:20][C:21]([NH:23][CH2:24][C:25]1[CH:30]=[CH:29][CH:28]=[CH:27][N:26]=1)=[O:22].Br[CH2:37][CH:38]([CH3:40])[CH3:39]. (6) Given the product [CH:11]1([C:3]2[NH:2][C:10]3[C:5]([CH:4]=2)=[CH:6][C:7]([C:22]2[N:18]([CH3:17])[N:19]=[C:20]([CH3:26])[CH:21]=2)=[CH:8][CH:9]=3)[CH2:16][CH2:15][CH2:14][CH2:13][CH2:12]1, predict the reactants needed to synthesize it. The reactants are: Br[N:2]1[C:10]2[C:5](=[CH:6][CH:7]=[CH:8][CH:9]=2)[CH:4]=[C:3]1[CH:11]1[CH2:16][CH2:15][CH2:14][CH2:13][CH2:12]1.[CH3:17][N:18]1[C:22](B(O)O)=[CH:21][C:20]([C:26](F)(F)F)=[N:19]1.C(=O)([O-])[O-].[K+].[K+].O. (7) Given the product [CH3:18][C:16]1([CH3:17])[C:15]([CH3:20])([CH3:19])[CH:14]1[C:12]([N:8]1[CH2:7][C:6]2[NH:5][C:4]3[CH:21]=[CH:22][CH:23]=[C:24]4[C:25](=[O:27])[NH:30][N:31]=[C:2]([C:3]=34)[C:11]=2[CH2:10][CH2:9]1)=[O:13], predict the reactants needed to synthesize it. The reactants are: O=[C:2]1[C:11]2[CH2:10][CH2:9][N:8]([C:12]([CH:14]3[C:16]([CH3:18])([CH3:17])[C:15]3([CH3:20])[CH3:19])=[O:13])[CH2:7][C:6]=2[NH:5][C:4]2[CH:21]=[CH:22][CH:23]=[C:24]([C:25]([O:27]C)=O)[C:3]1=2.O.[NH2:30][NH2:31]. (8) Given the product [Cl:1][C:2]1[CH:21]=[CH:20][C:5]([C:6]([N:8]2[CH2:14][C:13]3[CH:15]=[CH:16][CH:17]=[CH:18][C:12]=3[N:11]([CH2:29][CH2:30][CH:31]3[CH2:36][CH2:35][NH:34][CH2:33][CH2:32]3)[C:10](=[O:19])[CH2:9]2)=[O:7])=[CH:4][CH:3]=1, predict the reactants needed to synthesize it. The reactants are: [Cl:1][C:2]1[CH:21]=[CH:20][C:5]([C:6]([N:8]2[CH2:14][C:13]3[CH:15]=[CH:16][CH:17]=[CH:18][C:12]=3[NH:11][C:10](=[O:19])[CH2:9]2)=[O:7])=[CH:4][CH:3]=1.[H-].[Na+].CS(O[CH2:29][CH2:30][CH:31]1[CH2:36][CH2:35][N:34](C(OC(C)(C)C)=O)[CH2:33][CH2:32]1)(=O)=O.C(OCC)(=O)C. (9) Given the product [CH3:19][O:18][C:11]1[CH:17]=[CH:16][CH:15]=[CH:14][C:12]=1[O:13][C:2]1[CH:7]=[CH:6][CH:5]=[C:4]([N+:8]([O-:10])=[O:9])[CH:3]=1, predict the reactants needed to synthesize it. The reactants are: F[C:2]1[CH:7]=[CH:6][CH:5]=[C:4]([N+:8]([O-:10])=[O:9])[CH:3]=1.[C:11]1([O:18][CH3:19])[C:12](=[CH:14][CH:15]=[CH:16][CH:17]=1)[OH:13].C([O-])([O-])=O.[K+].[K+].